This data is from Catalyst prediction with 721,799 reactions and 888 catalyst types from USPTO. The task is: Predict which catalyst facilitates the given reaction. (1) The catalyst class is: 43. Product: [CH2:28]([C@@:8]12[CH2:7][CH2:6][C:5]3[CH:4]=[C:3]([O:2][CH3:1])[CH:20]=[CH:19][C:18]=3[C@H:17]1[CH2:16][CH2:15][C@@:13]1([CH3:14])[C@H:9]2[CH2:10][CH2:11][C@@H:12]1[O:21][CH:22]1[CH2:27][CH2:26][CH2:25][CH2:24][O:23]1)[CH3:29]. Reactant: [CH3:1][O:2][C:3]1[CH:20]=[CH:19][C:18]2[C@@H:17]3[C@:8]([CH:28]=[CH2:29])([C@H:9]4[C@@:13]([CH2:15][CH2:16]3)([CH3:14])[C@@H:12]([O:21][CH:22]3[CH2:27][CH2:26][CH2:25][CH2:24][O:23]3)[CH2:11][CH2:10]4)[CH2:7][CH2:6][C:5]=2[CH:4]=1.C1COCC1. (2) Reactant: [C:1]([O:5][C:6]([N:8]1[CH2:12][CH2:11][CH2:10][C@H:9]1[C:13](=[NH:16])[NH:14][OH:15])=[O:7])([CH3:4])([CH3:3])[CH3:2].[F:17][C:18]([F:26])([F:25])[C:19]1([C:22](O)=O)[CH2:21][CH2:20]1.C(N=C=NC(C)C)(C)C. Product: [C:1]([O:5][C:6]([N:8]1[CH2:12][CH2:11][CH2:10][C@H:9]1[C:13]1[N:16]=[C:22]([C:19]2([C:18]([F:26])([F:25])[F:17])[CH2:21][CH2:20]2)[O:15][N:14]=1)=[O:7])([CH3:4])([CH3:2])[CH3:3]. The catalyst class is: 4. (3) Reactant: [Br:1][C:2]1[CH:7]=[CH:6][C:5]([NH:8]C=O)=[C:4]([C:11](=[O:24])[CH2:12][C:13]2[CH:18]=[CH:17][C:16]([C:19]([C:22]#[N:23])([CH3:21])[CH3:20])=[CH:15][CH:14]=2)[CH:3]=1.Cl. Product: [NH2:8][C:5]1[CH:6]=[CH:7][C:2]([Br:1])=[CH:3][C:4]=1[C:11](=[O:24])[CH2:12][C:13]1[CH:18]=[CH:17][C:16]([C:19]([CH3:20])([CH3:21])[C:22]#[N:23])=[CH:15][CH:14]=1. The catalyst class is: 21. (4) Reactant: [CH2:1]([O:3][C:4]1[CH:9]=[CH:8][C:7]([C:10]([O:18]C)(OC)[CH2:11][CH2:12][C:13]([O-:15])=O)=[CH:6][CH:5]=1)[CH3:2].[K+].ClC1C=C(Cl)C=C(Cl)C=1C(Cl)=O.[C:33]1([C:39]2[CH:44]=[C:43]([C:45]3[CH:50]=[CH:49][CH:48]=[CH:47][CH:46]=3)[N:42]=[C:41]([NH2:51])[CH:40]=2)[CH:38]=[CH:37][CH:36]=[CH:35][CH:34]=1.Cl. Product: [C:33]1([C:39]2[CH:44]=[C:43]([C:45]3[CH:50]=[CH:49][CH:48]=[CH:47][CH:46]=3)[N:42]=[C:41]([NH:51][C:13](=[O:15])[CH2:12][CH2:11][C:10]([C:7]3[CH:6]=[CH:5][C:4]([O:3][CH2:1][CH3:2])=[CH:9][CH:8]=3)=[O:18])[CH:40]=2)[CH:38]=[CH:37][CH:36]=[CH:35][CH:34]=1. The catalyst class is: 531. (5) Reactant: BrC(Br)(Br)Br.[Br:6][C:7]1[CH:12]=[CH:11][C:10]([C:13]([I:17])=[CH:14][CH2:15]O)=[CH:9][CH:8]=1.C1(P(C2C=CC=CC=2)C2C=CC=CC=2)C=CC=CC=1.C(N(CC)C(C)C)(C)C.[SH:46][C:47]1[CH:59]=[CH:58][C:50]([O:51][CH2:52][C:53]([O:55][CH2:56][CH3:57])=[O:54])=[C:49]([CH3:60])[CH:48]=1. Product: [Br:6][C:7]1[CH:12]=[CH:11][C:10](/[C:13](/[I:17])=[CH:14]/[CH2:15][S:46][C:47]2[CH:59]=[CH:58][C:50]([O:51][CH2:52][C:53]([O:55][CH2:56][CH3:57])=[O:54])=[C:49]([CH3:60])[CH:48]=2)=[CH:9][CH:8]=1. The catalyst class is: 2. (6) Reactant: [CH3:1][CH:2]1[CH2:5][C:4]([C:12]2[CH:20]=[C:19]([O:21][CH2:22][C:23]3[CH:32]=[CH:31][C:30]4[C:25](=[CH:26][CH:27]=[CH:28][CH:29]=4)[N:24]=3)[CH:18]=[CH:17][C:13]=2[C:14]([OH:16])=O)(C2C=CC=CC=2)[CH2:3]1.CN(C(ON1N=N[C:43]2[CH:44]=[CH:45][CH:46]=N[C:42]1=2)=[N+](C)C)C.F[P-](F)(F)(F)(F)F.[CH2:57]([NH:59][CH3:60])[CH3:58].[CH3:61]CN(C(C)C)C(C)C.C(=O)(O)[O-]. Product: [CH2:57]([N:59]([CH3:60])[C:14](=[O:16])[C:13]1[CH:17]=[CH:18][C:19]([O:21][CH2:22][C:23]2[CH:32]=[CH:31][C:30]3[C:25](=[CH:26][CH:27]=[CH:28][CH:29]=3)[N:24]=2)=[CH:20][C:12]=1[C:4]1([C:42]2[CH:43]=[CH:44][CH:45]=[CH:46][CH:61]=2)[CH2:5][CH:2]([CH3:1])[CH2:3]1)[CH3:58]. The catalyst class is: 3. (7) Reactant: [CH3:1][C:2]1[CH:7]=[CH:6][C:5]([NH:8][S:9]([C:12]2[CH:17]=[CH:16][CH:15]=[C:14]([CH3:18])[CH:13]=2)(=[O:11])=[O:10])=[C:4]([O:19][CH2:20][C:21]2[CH:26]=[CH:25][CH:24]=[CH:23][CH:22]=2)[C:3]=1[CH2:27][CH:28]=[CH2:29].F[P-](F)(F)(F)(F)F.N1(O[P+](N(C)C)(N(C)C)N(C)C)C2C=CC=C[C:40]=2N=N1.C(N(CC)CC)C.Cl.Cl.[NH2:66][C:67]1[CH:72]=[CH:71]C(CN)=[C:69]([CH3:75])[N:68]=1.C[N:77]([CH:79]=[O:80])C. Product: [NH2:66][C:67]1[N:68]=[C:69]([CH3:75])[C:29]([CH2:28][CH:27]([C:3]2[C:2]([CH2:1][CH3:40])=[CH:7][CH:6]=[C:5]([NH:8][S:9]([C:12]3[CH:17]=[CH:16][CH:15]=[C:14]([CH3:18])[CH:13]=3)(=[O:11])=[O:10])[C:4]=2[O:19][CH2:20][C:21]2[CH:22]=[CH:23][CH:24]=[CH:25][CH:26]=2)[C:79]([NH2:77])=[O:80])=[CH:71][CH:72]=1. The catalyst class is: 2.